This data is from Forward reaction prediction with 1.9M reactions from USPTO patents (1976-2016). The task is: Predict the product of the given reaction. (1) Given the reactants [CH3:1][C:2]1[N:3]=[C:4]([C:18]2[CH:23]=[CH:22][C:21]([C:24]([F:27])([F:26])[F:25])=[CH:20][CH:19]=2)[S:5][C:6]=1[CH2:7][O:8][C:9]1[CH:17]=[CH:16][CH:15]=[C:14]2[C:10]=1[CH:11]=[CH:12][NH:13]2.[C:28]([O:32][C:33](=[O:37])[CH:34](Br)[CH3:35])([CH3:31])([CH3:30])[CH3:29].[H-].[Na+], predict the reaction product. The product is: [C:28]([O:32][C:33](=[O:37])[CH:34]([N:13]1[C:14]2[C:10](=[C:9]([O:8][CH2:7][C:6]3[S:5][C:4]([C:18]4[CH:23]=[CH:22][C:21]([C:24]([F:27])([F:25])[F:26])=[CH:20][CH:19]=4)=[N:3][C:2]=3[CH3:1])[CH:17]=[CH:16][CH:15]=2)[CH:11]=[CH:12]1)[CH3:35])([CH3:31])([CH3:30])[CH3:29]. (2) Given the reactants [NH2:1][C:2]1[CH:7]=[CH:6][CH:5]=[CH:4][CH:3]=1.[CH:8]1[CH:13]=[CH:12][C:11]([O:14][C:15](OC2C=CC=CC=2)=[N:16][C:17]#[N:18])=[CH:10][CH:9]=1, predict the reaction product. The product is: [C:17]([N:16]=[C:15]([O:14][C:11]1[CH:12]=[CH:13][CH:8]=[CH:9][CH:10]=1)[NH:1][C:2]1[CH:7]=[CH:6][CH:5]=[CH:4][CH:3]=1)#[N:18]. (3) Given the reactants [C:9](O[C:9]([O:11][C:12]([CH3:15])([CH3:14])[CH3:13])=[O:10])([O:11][C:12]([CH3:15])([CH3:14])[CH3:13])=[O:10].C(OC([N:26]1[CH2:31][CH2:30][C:29]([F:33])([F:32])[CH:28]([O:34]CC2C=CC=CC=2)[CH2:27]1)=O)C1C=CC=CC=1.CO, predict the reaction product. The product is: [C:12]([O:11][C:9]([N:26]1[CH2:31][CH2:30][C:29]([F:33])([F:32])[CH:28]([OH:34])[CH2:27]1)=[O:10])([CH3:13])([CH3:14])[CH3:15]. (4) Given the reactants CC1(C)C(C)(C)OB([C:9]2[CH:10]=[C:11]3[CH:17]=[CH:16][NH:15][C:12]3=[N:13][CH:14]=2)O1.Cl[C:20]1[N:25]=[C:24]([N:26]2[CH2:31][CH2:30][N:29]([CH2:32][CH2:33][OH:34])[CH2:28][CH2:27]2)[CH:23]=[N:22][CH:21]=1.C([O-])([O-])=O.[Cs+].[Cs+], predict the reaction product. The product is: [NH:15]1[C:12]2=[N:13][CH:14]=[C:9]([C:20]3[N:25]=[C:24]([N:26]4[CH2:27][CH2:28][N:29]([CH2:32][CH2:33][OH:34])[CH2:30][CH2:31]4)[CH:23]=[N:22][CH:21]=3)[CH:10]=[C:11]2[CH:17]=[CH:16]1. (5) Given the reactants I[C:2]1[CH:3]=[C:4]([NH:9][C:10]2[N:15]=[C:14]([C:16]([F:19])([F:18])[F:17])[CH:13]=[CH:12][N:11]=2)[CH:5]=[C:6]([CH3:8])[CH:7]=1.[N-:20]=[N+:21]=[N-:22].[Na+].O=C1O[C@H]([C@H](CO)O)C([O-])=C1O.[Na+].CN[C@@H]1CCCC[C@H]1NC, predict the reaction product. The product is: [N:20]([C:2]1[CH:3]=[C:4]([NH:9][C:10]2[N:15]=[C:14]([C:16]([F:19])([F:18])[F:17])[CH:13]=[CH:12][N:11]=2)[CH:5]=[C:6]([CH3:8])[CH:7]=1)=[N+:21]=[N-:22]. (6) The product is: [CH2:38]([O:35][CH2:34][CH2:33][CH2:32][CH2:31][CH2:30][CH2:29][C:26]1[CH:25]=[CH:24][C:23]([C:14]2[C:13]3[C:18](=[C:19]4[C:10](=[CH:11][CH:12]=3)[C:9]([C:3]3[CH:4]=[CH:5][CH:6]=[CH:7][CH:8]=3)=[CH:22][CH:21]=[N:20]4)[N:17]=[CH:16][CH:15]=2)=[CH:28][CH:27]=1)[CH:37]=[CH2:36]. Given the reactants [H-].[Na+].[C:3]1([C:9]2[C:10]3[C:19]([N:20]=[CH:21][CH:22]=2)=[C:18]2[C:13]([C:14]([C:23]4[CH:28]=[CH:27][C:26]([CH2:29][CH2:30][CH2:31][CH2:32][CH2:33][CH2:34][OH:35])=[CH:25][CH:24]=4)=[CH:15][CH:16]=[N:17]2)=[CH:12][CH:11]=3)[CH:8]=[CH:7][CH:6]=[CH:5][CH:4]=1.[CH2:36](Br)[CH:37]=[CH2:38].O, predict the reaction product. (7) Given the reactants [Cl:1][C:2]1[CH:6]=[C:5]([C:7]([O:9]C)=[O:8])[N:4]([C:11]2[CH:12]=[N:13][CH:14]=[CH:15][CH:16]=2)[N:3]=1, predict the reaction product. The product is: [ClH:1].[Cl:1][C:2]1[CH:6]=[C:5]([C:7]([OH:9])=[O:8])[N:4]([C:11]2[CH:12]=[N:13][CH:14]=[CH:15][CH:16]=2)[N:3]=1. (8) Given the reactants C([O-])([O-])=O.[K+].[K+].[CH3:7][CH:8]([CH3:24])[C:9]([NH:11][C:12]1[CH:17]=[CH:16][CH:15]=[C:14]([CH:18]2[CH2:23][CH2:22][NH:21][CH2:20][CH2:19]2)[CH:13]=1)=[O:10].Cl[CH2:26][CH2:27][CH2:28][C:29]([C:31]1[CH:36]=[CH:35][C:34]([CH3:37])=[CH:33][CH:32]=1)=[O:30], predict the reaction product. The product is: [CH3:7][CH:8]([CH3:24])[C:9]([NH:11][C:12]1[CH:17]=[CH:16][CH:15]=[C:14]([CH:18]2[CH2:23][CH2:22][N:21]([CH2:26][CH2:27][CH2:28][C:29]([C:31]3[CH:32]=[CH:33][C:34]([CH3:37])=[CH:35][CH:36]=3)=[O:30])[CH2:20][CH2:19]2)[CH:13]=1)=[O:10].